Dataset: Forward reaction prediction with 1.9M reactions from USPTO patents (1976-2016). Task: Predict the product of the given reaction. Given the reactants [C:1]([C:4]1[CH:5]=[CH:6][C:7]2[C:16]3[CH:15]=[C:14]4[CH2:17][CH2:18][CH2:19][C:20](=[O:21])[C:13]4=[CH:12][C:11]=3[O:10][CH2:9][C:8]=2[CH:22]=1)(=[O:3])[CH3:2].C(Cl)Cl.CO.[Br-:28].[Br-:29].[Br-].[NH+]1C=CC=CC=1.[NH+]1C=CC=CC=1.[NH+]1C=CC=CC=1, predict the reaction product. The product is: [Br:28][CH:19]1[CH2:18][CH2:17][C:14]2=[CH:15][C:16]3[C:7]4[CH:6]=[CH:5][C:4]([C:1](=[O:3])[CH2:2][Br:29])=[CH:22][C:8]=4[CH2:9][O:10][C:11]=3[CH:12]=[C:13]2[C:20]1=[O:21].